Predict which catalyst facilitates the given reaction. From a dataset of Catalyst prediction with 721,799 reactions and 888 catalyst types from USPTO. (1) Reactant: CS(O)(=O)=O.[NH2:6][CH2:7][C:8]1[CH:9]=[C:10]2[C:14](=[CH:15][CH:16]=1)[C:13](=[O:17])[N:12]([CH:18]1[CH2:23][CH2:22][C:21](=[O:24])[NH:20][C:19]1=[O:25])[CH2:11]2.[CH:26]1([N:32]=[C:33]=[O:34])[CH2:31][CH2:30][CH2:29][CH2:28][CH2:27]1.C(N(CC)CC)C.Cl. Product: [CH:26]1([NH:32][C:33]([NH:6][CH2:7][C:8]2[CH:9]=[C:10]3[C:14](=[CH:15][CH:16]=2)[C:13](=[O:17])[N:12]([CH:18]2[CH2:23][CH2:22][C:21](=[O:24])[NH:20][C:19]2=[O:25])[CH2:11]3)=[O:34])[CH2:31][CH2:30][CH2:29][CH2:28][CH2:27]1. The catalyst class is: 10. (2) Reactant: [Li][CH2:2]CCC.CC1(C)CCCC(C)(C)N1.[Cl:16][C:17]1[CH:18]=[C:19]([CH:23]=[CH:24][C:25]=1[F:26])[C:20]([OH:22])=[O:21].IC. Product: [Cl:16][C:17]1[C:18]([CH3:2])=[C:19]([CH:23]=[CH:24][C:25]=1[F:26])[C:20]([OH:22])=[O:21]. The catalyst class is: 7. (3) Reactant: [CH3:1][C:2]1[O:6][C:5]([C:7]([O:9][CH3:10])=[O:8])=[CH:4][CH:3]=1.[Cl-].[Al+3].[Cl-].[Cl-].[Br:15]Br.O. Product: [Br:15][C:3]1[CH:4]=[C:5]([C:7]([O:9][CH3:10])=[O:8])[O:6][C:2]=1[CH3:1]. The catalyst class is: 22. (4) Reactant: C(Cl)C[Cl:3].[NH2:5][C:6]1[N:11]=[CH:10][C:9]([CH:12]=[CH:13][C:14]([OH:16])=O)=[CH:8][CH:7]=1.C1C=CC2N(O)N=NC=2C=1.[Cl:27][C:28]1[C:32]2[CH:33]=[CH:34][CH:35]=[CH:36][C:31]=2[O:30][C:29]=1[CH2:37][NH:38][CH3:39].C(N(C(C)C)C(C)C)C. Product: [ClH:3].[NH2:5][C:6]1[N:11]=[CH:10][C:9](/[CH:12]=[CH:13]/[C:14]([N:38]([CH2:37][C:29]2[O:30][C:31]3[CH:36]=[CH:35][CH:34]=[CH:33][C:32]=3[C:28]=2[Cl:27])[CH3:39])=[O:16])=[CH:8][CH:7]=1. The catalyst class is: 18.